From a dataset of Reaction yield outcomes from USPTO patents with 853,638 reactions. Predict the reaction yield, written as a fraction of the theoretical maximum amount of product (1.0 means a 100% yield; for example, 0.34 means a 34% yield). (1) The reactants are Cl.[F:2][C:3]([F:21])([F:20])[C:4]1[CH:5]=[C:6]([CH:14]2[CH2:19][CH2:18][NH:17][CH2:16][CH2:15]2)[CH:7]=[C:8]([C:10]([F:13])([F:12])[F:11])[CH:9]=1.[C:22]([O:26][C:27]([N:29]1[CH2:34][CH2:33][C:32]2[NH:35][N:36]=[C:37]([C:38](O)=[O:39])[C:31]=2[CH2:30]1)=[O:28])([CH3:25])([CH3:24])[CH3:23].C(N(C(C)C)CC)(C)C.CCN=C=NCCCN(C)C.C1C=CC2N(O)N=NC=2C=1. The catalyst is CN(C=O)C.O. The product is [F:21][C:3]([F:2])([F:20])[C:4]1[CH:5]=[C:6]([CH:14]2[CH2:19][CH2:18][N:17]([C:38]([C:37]3[C:31]4[CH2:30][N:29]([C:27]([O:26][C:22]([CH3:25])([CH3:24])[CH3:23])=[O:28])[CH2:34][CH2:33][C:32]=4[NH:35][N:36]=3)=[O:39])[CH2:16][CH2:15]2)[CH:7]=[C:8]([C:10]([F:12])([F:13])[F:11])[CH:9]=1. The yield is 0.860. (2) The reactants are O=[CH:2][CH2:3][CH2:4][CH:5]1[CH2:10][CH2:9][N:8]([C:11]([O:13][C:14]([CH3:17])([CH3:16])[CH3:15])=[O:12])[CH2:7][CH2:6]1.[C:18](=O)([O-])[O-].[K+].[K+].[N+](=C(P(=O)(OC)OC)C(=O)C)=[N-]. The catalyst is CO. The product is [CH2:4]([CH:5]1[CH2:10][CH2:9][N:8]([C:11]([O:13][C:14]([CH3:17])([CH3:16])[CH3:15])=[O:12])[CH2:7][CH2:6]1)[CH2:3][C:2]#[CH:18]. The yield is 0.780. (3) The reactants are [Si:1]([O:8][C@H:9]1[CH2:13][CH2:12][N:11]([CH2:14][C:15]2[CH:20]=[CH:19][C:18]([C:21]3[S:29][C:28]4[C:23](=[N:24][CH:25]=[CH:26][C:27]=4Cl)[CH:22]=3)=[CH:17][CH:16]=2)[CH2:10]1)([C:4]([CH3:7])([CH3:6])[CH3:5])([CH3:3])[CH3:2].[F:31][C:32]1[CH:37]=[C:36]([N+:38]([O-:40])=[O:39])[CH:35]=[CH:34][C:33]=1[OH:41].C(=O)([O-])[O-].[K+].[K+].CO.CCOC(C)=O. The catalyst is O(C1C=CC=CC=1)C1C=CC=CC=1.C(Cl)Cl. The product is [Si:1]([O:8][C@H:9]1[CH2:13][CH2:12][N:11]([CH2:14][C:15]2[CH:20]=[CH:19][C:18]([C:21]3[S:29][C:28]4[C:23](=[N:24][CH:25]=[CH:26][C:27]=4[O:41][C:33]4[CH:34]=[CH:35][C:36]([N+:38]([O-:40])=[O:39])=[CH:37][C:32]=4[F:31])[CH:22]=3)=[CH:17][CH:16]=2)[CH2:10]1)([C:4]([CH3:7])([CH3:6])[CH3:5])([CH3:3])[CH3:2]. The yield is 0.300. (4) The reactants are [NH2:1][CH2:2][C:3]1[C:4]([F:20])=[C:5]([O:10][C:11]2[CH:12]=[C:13]([CH:16]=[C:17]([Cl:19])[CH:18]=2)[C:14]#[N:15])[C:6]([Cl:9])=[CH:7][CH:8]=1.CCN(C(C)C)C(C)C.[C:30]1([C:36]2[N:37]=[N:38][S:39][C:40]=2[C:41](O)=[O:42])[CH:35]=[CH:34][CH:33]=[CH:32][CH:31]=1.CN(C(ON1N=NC2C=CC=NC1=2)=[N+](C)C)C.F[P-](F)(F)(F)(F)F. The yield is 0.350. The product is [Cl:9][C:6]1[CH:7]=[CH:8][C:3]([CH2:2][NH:1][C:41]([C:40]2[S:39][N:38]=[N:37][C:36]=2[C:30]2[CH:31]=[CH:32][CH:33]=[CH:34][CH:35]=2)=[O:42])=[C:4]([F:20])[C:5]=1[O:10][C:11]1[CH:12]=[C:13]([C:14]#[N:15])[CH:16]=[C:17]([Cl:19])[CH:18]=1. The catalyst is CN(C=O)C.CO.